The task is: Predict the product of the given reaction.. This data is from Forward reaction prediction with 1.9M reactions from USPTO patents (1976-2016). (1) Given the reactants [CH3:1][O:2][C:3]1[CH:4]=[CH:5][C:6]2[NH:12][C:11](=[O:13])[N:10]([CH:14]3[CH2:19][CH2:18][N:17]([C:20]([O:22][C@@H:23]([C:37]([OH:39])=O)[CH2:24][C:25]4[CH:30]=[C:29]([C:31]([F:34])([F:33])[F:32])[C:28]([NH2:35])=[C:27]([Cl:36])[CH:26]=4)=[O:21])[CH2:16][CH2:15]3)[CH2:9][CH2:8][C:7]=2[CH:40]=1.[CH2:41]([O:43][C:44](=[O:58])[CH2:45][N:46]1[CH2:51][CH2:50][N:49]([CH:52]2[CH2:57][CH2:56][NH:55][CH2:54][CH2:53]2)[CH2:48][CH2:47]1)[CH3:42], predict the reaction product. The product is: [CH3:1][O:2][C:3]1[CH:4]=[CH:5][C:6]2[NH:12][C:11](=[O:13])[N:10]([CH:14]3[CH2:15][CH2:16][N:17]([C:20]([O:22][C@H:23]([CH2:24][C:25]4[CH:30]=[C:29]([C:31]([F:32])([F:33])[F:34])[C:28]([NH2:35])=[C:27]([Cl:36])[CH:26]=4)[C:37]([N:55]4[CH2:56][CH2:57][CH:52]([N:49]5[CH2:50][CH2:51][N:46]([CH2:45][C:44]([O:43][CH2:41][CH3:42])=[O:58])[CH2:47][CH2:48]5)[CH2:53][CH2:54]4)=[O:39])=[O:21])[CH2:18][CH2:19]3)[CH2:9][CH2:8][C:7]=2[CH:40]=1. (2) Given the reactants [Br:1][C:2]1[CH:14]=[CH:13][C:12]([C:15](O)=[O:16])=[C:11]2[C:3]=1[C:4]1[CH:5]([CH3:23])[CH2:6][CH:7]([C:18]([O:20][CH2:21][CH3:22])=[O:19])[CH2:8][C:9]=1[NH:10]2.O[N:25]1C2N=CC=CC=2N=N1.C(Cl)CCl, predict the reaction product. The product is: [Br:1][C:2]1[CH:14]=[CH:13][C:12]([C:15](=[O:16])[NH2:25])=[C:11]2[C:3]=1[C:4]1[CH:5]([CH3:23])[CH2:6][CH:7]([C:18]([O:20][CH2:21][CH3:22])=[O:19])[CH2:8][C:9]=1[NH:10]2. (3) Given the reactants [CH:1]1[C:13]2[C:12](=[C:14]3[C:26]4[CH:25]=[CH:24][CH:23]=[CH:22][C:21]=4[C:20]4[C:15]3=[CH:16][CH:17]=[CH:18][CH:19]=4)[C:11]3[C:6](=[CH:7][CH:8]=[CH:9][CH:10]=3)[C:5]=2[CH:4]=[CH:3][CH:2]=1.[CH2:27]=[O:28].[O-:29][CH2:30]C.[Na+].Cl, predict the reaction product. The product is: [OH:28][CH2:27][C:12]1([C:14]2([CH2:30][OH:29])[C:26]3[CH:25]=[CH:24][CH:23]=[CH:22][C:21]=3[C:20]3[C:15]2=[CH:16][CH:17]=[CH:18][CH:19]=3)[C:13]2[CH:1]=[CH:2][CH:3]=[CH:4][C:5]=2[C:6]2[C:11]1=[CH:10][CH:9]=[CH:8][CH:7]=2. (4) The product is: [CH2:31]([N:5]([CH2:1][CH2:2][CH2:3][CH3:4])[C:6]([C:8]1[N:13]=[C:12]2[N:14]([CH2:22][CH2:23][CH2:24][N:25]3[CH2:26][CH2:27][CH2:28][CH2:29][CH2:30]3)[C:15]([O:43][C:40]3[CH:41]=[CH:42][C:37]([O:36][CH3:35])=[CH:38][CH:39]=3)=[N:16][C:11]2=[CH:10][CH:9]=1)=[O:7])[CH2:32][CH2:33][CH3:34]. Given the reactants [CH2:1]([N:5]([CH2:31][CH2:32][CH2:33][CH3:34])[C:6]([C:8]1[N:13]=[C:12]2[N:14]([CH2:22][CH2:23][CH2:24][N:25]3[CH2:30][CH2:29][CH2:28][CH2:27][CH2:26]3)[C:15](S(CC)(=O)=O)=[N:16][C:11]2=[CH:10][CH:9]=1)=[O:7])[CH2:2][CH2:3][CH3:4].[CH3:35][O:36][C:37]1[CH:42]=[CH:41][C:40]([OH:43])=[CH:39][CH:38]=1.C(N(C(C)C)CC)(C)C, predict the reaction product. (5) The product is: [N:16]1([C:11]([C:4]2[C:5]3[C:10](=[CH:9][CH:8]=[CH:7][CH:6]=3)[N:1]=[CH:2][CH:3]=2)=[O:13])[CH:15]=[CH:14][N:18]=[CH:17]1. Given the reactants [N:1]1[C:10]2[C:5](=[CH:6][CH:7]=[CH:8][CH:9]=2)[C:4]([C:11]([OH:13])=O)=[CH:3][CH:2]=1.[CH:14]1[N:18]=[CH:17][N:16](C([N:16]2[CH:17]=[N:18][CH:14]=[CH:15]2)=O)[CH:15]=1, predict the reaction product. (6) Given the reactants C([O:9][C@H:10]1[CH2:15][CH2:14][C:13]([F:17])([F:16])[CH2:12][C@@H:11]1[C:18]1[N:22]([CH2:23][O:24][CH2:25][CH2:26][O:27][CH3:28])[N:21]=[CH:20][CH:19]=1)(=O)C1C=CC=CC=1.C(=O)([O-])[O-].[K+].[K+], predict the reaction product. The product is: [F:17][C:13]1([F:16])[CH2:14][CH2:15][C@H:10]([OH:9])[C@@H:11]([C:18]2[N:22]([CH2:23][O:24][CH2:25][CH2:26][O:27][CH3:28])[N:21]=[CH:20][CH:19]=2)[CH2:12]1. (7) Given the reactants [CH3:1][C:2]1[CH:7]=[C:6]([N+:8]([O-])=O)[CH:5]=[CH:4][C:3]=1[CH:11]1[C:17](=[O:18])[CH:16]2[CH2:19][CH:13]([CH2:14][CH2:15]2)[C:12]1=[O:20].C(O)C, predict the reaction product. The product is: [NH2:8][C:6]1[CH:5]=[CH:4][C:3]([CH:11]2[C:17](=[O:18])[CH:16]3[CH2:19][CH:13]([CH2:14][CH2:15]3)[C:12]2=[O:20])=[C:2]([CH3:1])[CH:7]=1. (8) Given the reactants [N+:1]([C:4]1[CH:5]=[C:6]([CH:10]=[C:11]([C:13]([F:16])([F:15])[F:14])[CH:12]=1)[C:7]([OH:9])=O)([O-:3])=[O:2].[NH:17]1[CH2:22][CH2:21][CH2:20][CH2:19][CH2:18]1, predict the reaction product. The product is: [N:17]1([C:7]([C:6]2[CH:10]=[C:11]([C:13]([F:16])([F:15])[F:14])[CH:12]=[C:4]([N+:1]([O-:3])=[O:2])[CH:5]=2)=[O:9])[CH2:22][CH2:21][CH2:20][CH2:19][CH2:18]1.